The task is: Regression/Classification. Given a drug SMILES string, predict its toxicity properties. Task type varies by dataset: regression for continuous values (e.g., LD50, hERG inhibition percentage) or binary classification for toxic/non-toxic outcomes (e.g., AMES mutagenicity, cardiotoxicity, hepatotoxicity). Dataset: skin_reaction.. This data is from Skin sensitization/reaction prediction data. (1) The molecule is CC(C)(C)c1ccc(OCC2CO2)cc1. The result is 1 (causes skin reaction). (2) The drug is CCCCCC. The result is 0 (no skin reaction). (3) The molecule is NS(=O)(=O)c1cccc(CCCCOCCCCCCBr)c1. The result is 0 (no skin reaction). (4) The drug is Nc1ccc(S(N)(=O)=O)cc1. The result is 0 (no skin reaction). (5) The result is 0 (no skin reaction). The drug is Cc1cc2c(cc1C(F)(F)F)NCC2. (6) The result is 1 (causes skin reaction). The compound is C=CC(=O)N1C(=O)N(C)C(C)C1c1ccccc1. (7) The result is 0 (no skin reaction). The drug is Cc1nc(COc2ccc(CC(NC(=O)OC3COC4OCCC34)C(O)CN(CC(C)C)S(=O)(=O)c3ccc4c(c3)OCO4)cc2)cs1. (8) The compound is CC(=O)C(C)=O. The result is 1 (causes skin reaction). (9) The molecule is CC1C=CC(C(C)C)CC1. The result is 0 (no skin reaction).